Dataset: HIV replication inhibition screening data with 41,000+ compounds from the AIDS Antiviral Screen. Task: Binary Classification. Given a drug SMILES string, predict its activity (active/inactive) in a high-throughput screening assay against a specified biological target. (1) The result is 0 (inactive). The compound is O=c1[nH]nc(Cc2ccccc2)n1-n1cnnc1. (2) The drug is COc1ccc(N(C)CN(C)c2nc(N(C)C)nc(N(C)C)n2)cc1. The result is 0 (inactive). (3) The compound is O=C1Nc2cnc(Cl)nc2Nc2ccccc21. The result is 0 (inactive). (4) The molecule is COc1cc2c(cc1OC)C1c3ccccc3CCCN1CC2. The result is 0 (inactive). (5) The molecule is N#CSCc1ccc(Cl)cc1. The result is 0 (inactive).